This data is from Reaction yield outcomes from USPTO patents with 853,638 reactions. The task is: Predict the reaction yield, written as a fraction of the theoretical maximum amount of product (1.0 means a 100% yield; for example, 0.34 means a 34% yield). The reactants are [C:1]([C:3]1[CH:4]=[C:5]([N:11]2[CH2:16][CH2:15][O:14][C:13]3[CH:17]=[CH:18][C:19]([O:21][C@H:22]4[CH2:26][CH2:25][N:24]([CH2:27][CH:28]5[CH2:33][CH2:32][N:31](C(OC(C)(C)C)=O)[CH2:30][CH2:29]5)[CH2:23]4)=[CH:20][C:12]2=3)[CH:6]=[N:7][C:8]=1[O:9][CH3:10])#[N:2].C(O)(C(F)(F)F)=O. The catalyst is C(Cl)Cl. The product is [CH3:10][O:9][C:8]1[N:7]=[CH:6][C:5]([N:11]2[CH2:16][CH2:15][O:14][C:13]3[CH:17]=[CH:18][C:19]([O:21][C@H:22]4[CH2:26][CH2:25][N:24]([CH2:27][CH:28]5[CH2:29][CH2:30][NH:31][CH2:32][CH2:33]5)[CH2:23]4)=[CH:20][C:12]2=3)=[CH:4][C:3]=1[C:1]#[N:2]. The yield is 0.670.